Dataset: Reaction yield outcomes from USPTO patents with 853,638 reactions. Task: Predict the reaction yield, written as a fraction of the theoretical maximum amount of product (1.0 means a 100% yield; for example, 0.34 means a 34% yield). The reactants are [CH3:1][C:2]1[NH:3][CH:4]=[CH:5][C:6]=1[C:7]([O:9][CH2:10][CH3:11])=[O:8].[CH3:12][C:13]1([CH3:29])[C:17]([CH3:19])([CH3:18])[O:16][B:15]([B:15]2[O:16][C:17]([CH3:19])([CH3:18])[C:13]([CH3:29])([CH3:12])[O:14]2)[O:14]1. The catalyst is CCCCCC.C[OH2+].C[OH2+].C1CC=CCCC=C1.C1CC=CCCC=C1.[Ir].[Ir].C(C1C=CN=C(C2C=C(C(C)(C)C)C=CN=2)C=1)(C)(C)C. The product is [CH3:1][C:2]1[NH:3][C:4]([B:15]2[O:16][C:17]([CH3:19])([CH3:18])[C:13]([CH3:29])([CH3:12])[O:14]2)=[CH:5][C:6]=1[C:7]([O:9][CH2:10][CH3:11])=[O:8]. The yield is 0.980.